This data is from Forward reaction prediction with 1.9M reactions from USPTO patents (1976-2016). The task is: Predict the product of the given reaction. (1) Given the reactants Cl[CH2:2][C:3]1[CH:22]=[CH:21][C:6]([O:7][CH2:8][C:9]2[N:10]=[C:11]([C:15]3[CH:20]=[CH:19][CH:18]=[CH:17][CH:16]=3)[O:12][C:13]=2[CH3:14])=[CH:5][CH:4]=1.[OH:23][C:24]1[CH:29]=[CH:28][C:27]([CH2:30][C:31]([O:33][CH3:34])=[O:32])=[CH:26][CH:25]=1.C(=O)([O-])[O-].[K+].[K+].CN(C)C=O, predict the reaction product. The product is: [CH3:14][C:13]1[O:12][C:11]([C:15]2[CH:20]=[CH:19][CH:18]=[CH:17][CH:16]=2)=[N:10][C:9]=1[CH2:8][O:7][C:6]1[CH:21]=[CH:22][C:3]([CH2:2][O:23][C:24]2[CH:25]=[CH:26][C:27]([CH2:30][C:31]([O:33][CH3:34])=[O:32])=[CH:28][CH:29]=2)=[CH:4][CH:5]=1. (2) Given the reactants [CH3:1][C:2]1[CH:3]=[C:4]([S:8]([C:11]2[CH:19]=[CH:18][C:17]3[N:16]([CH3:20])[C:15]4[CH2:21][CH:22]5[NH:26][CH:25]([C:14]=4[C:13]=3[C:12]=2C(OC(C)(C)C)=O)[CH2:24][CH2:23]5)(=[O:10])=[O:9])[CH:5]=[CH:6][CH:7]=1.[ClH:34], predict the reaction product. The product is: [ClH:34].[CH3:1][C:2]1[CH:3]=[C:4]([S:8]([C:11]2[CH:12]=[C:13]3[C:17](=[CH:18][CH:19]=2)[N:16]([CH3:20])[C:15]2[CH2:21][CH:22]4[NH:26][CH:25]([C:14]3=2)[CH2:24][CH2:23]4)(=[O:10])=[O:9])[CH:5]=[CH:6][CH:7]=1.